This data is from Catalyst prediction with 721,799 reactions and 888 catalyst types from USPTO. The task is: Predict which catalyst facilitates the given reaction. (1) Reactant: [NH:1]1[C:9]2[C:4](=[CH:5][CH:6]=[CH:7][CH:8]=2)[CH2:3][CH2:2]1.[NH:10]1[CH:14]=[CH:13][N:12]=[C:11]1[CH:15]=O.C([BH3-])#N.[Na+].C(N(CC)CC)C. Product: [NH:10]1[CH:14]=[CH:13][N:12]=[C:11]1[CH2:15][N:1]1[C:9]2[C:4](=[CH:5][CH:6]=[CH:7][CH:8]=2)[CH2:3][CH2:2]1. The catalyst class is: 466. (2) Reactant: [Si]([O:8][CH2:9][C:10]1[N:11]([CH3:46])[C:12]2[CH:13]=[C:14]3[CH:23]([CH3:24])[CH2:22][CH2:21][C:20]4[C:25]([OH:45])=[C:26]([C:41]([O:43][CH3:44])=[O:42])[C:27](=[O:40])[N:28]([CH2:29][C:30]5[CH:35]=[CH:34][C:33]([O:36][CH3:37])=[CH:32][C:31]=5[O:38][CH3:39])[C:19]=4[C:15]3=[CH:16][C:17]=2[CH:18]=1)(C(C)(C)C)(C)C.CCCC[N+](CCCC)(CCCC)CCCC.[F-]. Product: [CH3:39][O:38][C:31]1[CH:32]=[C:33]([O:36][CH3:37])[CH:34]=[CH:35][C:30]=1[CH2:29][N:28]1[C:19]2[C:15]3=[CH:16][C:17]4[CH:18]=[C:10]([CH2:9][OH:8])[N:11]([CH3:46])[C:12]=4[CH:13]=[C:14]3[CH:23]([CH3:24])[CH2:22][CH2:21][C:20]=2[C:25]([OH:45])=[C:26]([C:41]([O:43][CH3:44])=[O:42])[C:27]1=[O:40]. The catalyst class is: 1. (3) Reactant: [C:1]([C:5]1[C:9]([CH2:10][CH2:11][C:12](OC)=[O:13])=[CH:8][N:7]([C:16]2[CH:21]=[CH:20][C:19]([Cl:22])=[CH:18][N:17]=2)[N:6]=1)([CH3:4])([CH3:3])[CH3:2].[H-].C([Al+]CC(C)C)C(C)C.Cl. Product: [C:1]([C:5]1[C:9]([CH2:10][CH2:11][CH2:12][OH:13])=[CH:8][N:7]([C:16]2[CH:21]=[CH:20][C:19]([Cl:22])=[CH:18][N:17]=2)[N:6]=1)([CH3:4])([CH3:2])[CH3:3]. The catalyst class is: 188. (4) Reactant: [C:1]([O:5][C:6](=[O:17])[CH2:7][CH2:8][C:9]1[CH:14]=[CH:13][C:12]([NH2:15])=[C:11]([F:16])[CH:10]=1)([CH3:4])([CH3:3])[CH3:2].Cl[C:19](Cl)([O:21]C(=O)OC(Cl)(Cl)Cl)Cl.CCN(CC)CC. Product: [C:1]([O:5][C:6](=[O:17])[CH2:7][CH2:8][C:9]1[CH:14]=[CH:13][C:12]([N:15]=[C:19]=[O:21])=[C:11]([F:16])[CH:10]=1)([CH3:4])([CH3:2])[CH3:3]. The catalyst class is: 2. (5) Reactant: [Br:1][C:2]1[CH:3]=[C:4]([OH:8])[CH:5]=[N:6][CH:7]=1.Br[CH2:10][C:11]([NH2:13])=[O:12].C(=O)([O-])[O-].[Cs+].[Cs+]. Product: [Br:1][C:2]1[CH:3]=[C:4]([O:8][CH2:10][C:11]([NH2:13])=[O:12])[CH:5]=[N:6][CH:7]=1. The catalyst class is: 39.